This data is from Catalyst prediction with 721,799 reactions and 888 catalyst types from USPTO. The task is: Predict which catalyst facilitates the given reaction. (1) Reactant: [Cl:1][C:2]1[C:10]([CH2:11][CH3:12])=[CH:9][CH:8]=[C:7]([NH:13][S:14]([C:17]2[CH:22]=[CH:21][CH:20]=[CH:19][C:18]=2F)(=[O:16])=[O:15])[C:3]=1[C:4]([OH:6])=[O:5].[CH3:24][N:25]([CH2:27][CH2:28][CH2:29][CH2:30][NH2:31])[CH3:26].C(N(CC)CC)C. Product: [Cl:1][C:2]1[C:10]([CH2:11][CH3:12])=[CH:9][CH:8]=[C:7]([NH:13][S:14]([C:17]2[CH:22]=[CH:21][CH:20]=[CH:19][C:18]=2[NH:31][CH2:30][CH2:29][CH2:28][CH2:27][N:25]([CH3:26])[CH3:24])(=[O:16])=[O:15])[C:3]=1[C:4]([OH:6])=[O:5]. The catalyst class is: 10. (2) Reactant: [Cl:1][C:2]1[CH:10]=[C:9]([CH:11]=[O:12])[C:8]2[C:4](=[CH:5][N:6]([CH2:13][O:14][CH2:15][CH2:16][Si:17]([CH3:20])([CH3:19])[CH3:18])[N:7]=2)[CH:3]=1.[CH3:21][Mg]Br. Product: [Cl:1][C:2]1[CH:10]=[C:9]([CH:11]([OH:12])[CH3:21])[C:8]2[C:4](=[CH:5][N:6]([CH2:13][O:14][CH2:15][CH2:16][Si:17]([CH3:20])([CH3:19])[CH3:18])[N:7]=2)[CH:3]=1. The catalyst class is: 7. (3) Reactant: [F:1][C:2]([F:23])([F:22])[O:3][C:4]1[CH:5]=[C:6]([C:10]2[C:14]3[CH2:15][N:16]([C:19](=[O:21])[CH3:20])[CH2:17][CH2:18][C:13]=3[NH:12][N:11]=2)[CH:7]=[CH:8][CH:9]=1.[F:24][C:25]1[CH:26]=[C:27]([F:35])[C:28]2[CH2:29][C@H:30]3[O:34][C@H:31]3[C:32]=2[CH:33]=1.C([O-])([O-])=O.[K+].[K+].O. Product: [F:35][C:27]1[CH:26]=[C:25]([F:24])[CH:33]=[C:32]2[C:28]=1[CH2:29][C@@H:30]([OH:34])[C@@H:31]2[N:12]1[C:13]2[CH2:18][CH2:17][N:16]([C:19](=[O:21])[CH3:20])[CH2:15][C:14]=2[C:10]([C:6]2[CH:7]=[CH:8][CH:9]=[C:4]([O:3][C:2]([F:1])([F:22])[F:23])[CH:5]=2)=[N:11]1. The catalyst class is: 23. (4) Reactant: [Cl:1][C:2]1[C:3]([CH3:12])=[C:4]([S:8](Cl)(=[O:10])=[O:9])[CH:5]=[CH:6][CH:7]=1.N1C=CC=CC=1.[NH2:19][C:20]1[CH:21]=[C:22]2[C:27](=[CH:28][CH:29]=1)[N:26]=[C:25]([CH3:30])[CH:24]=[CH:23]2.C([O-])(O)=O.[Na+]. Product: [Cl:1][C:2]1[C:3]([CH3:12])=[C:4]([S:8]([NH:19][C:20]2[CH:21]=[C:22]3[C:27](=[CH:28][CH:29]=2)[N:26]=[C:25]([CH3:30])[CH:24]=[CH:23]3)(=[O:10])=[O:9])[CH:5]=[CH:6][CH:7]=1. The catalyst class is: 4. (5) Reactant: [CH:1]1([CH2:6][N:7]([CH2:29][CH:30]2[CH2:34][CH2:33][CH2:32][CH2:31]2)[C@@H:8]2[CH2:13][O:12][C@@H:11]([CH2:14][C:15]([O:17]C)=[O:16])[CH2:10][C@H:9]2[C:19]2[CH:24]=[CH:23][C:22]([C:25]([F:28])([F:27])[F:26])=[CH:21][CH:20]=2)[CH2:5][CH2:4][CH2:3][CH2:2]1.[OH-].[Na+].Cl. Product: [CH:1]1([CH2:6][N:7]([CH2:29][CH:30]2[CH2:31][CH2:32][CH2:33][CH2:34]2)[C@@H:8]2[CH2:13][O:12][C@@H:11]([CH2:14][C:15]([OH:17])=[O:16])[CH2:10][C@H:9]2[C:19]2[CH:24]=[CH:23][C:22]([C:25]([F:28])([F:26])[F:27])=[CH:21][CH:20]=2)[CH2:2][CH2:3][CH2:4][CH2:5]1. The catalyst class is: 36.